From a dataset of Reaction yield outcomes from USPTO patents with 853,638 reactions. Predict the reaction yield, written as a fraction of the theoretical maximum amount of product (1.0 means a 100% yield; for example, 0.34 means a 34% yield). (1) The reactants are [CH3:1][O:2][CH2:3][CH2:4][O:5][C:6]1[C:11]([O:12][CH2:13][CH2:14][O:15][CH3:16])=[CH:10][CH:9]=[CH:8][C:7]=1[CH2:17][C:18]#[N:19].[H-].[Na+].C(OCC)(=O)C.Cl.Cl.[NH2:30]N.[CH2:32]([N:34](CC)CC)[CH3:33].C(=O)(O)[O-].[Na+]. The catalyst is C1COCC1.C(O)C.O. The product is [CH3:1][O:2][CH2:3][CH2:4][O:5][C:6]1[C:11]([O:12][CH2:13][CH2:14][O:15][CH3:16])=[CH:10][CH:9]=[CH:8][C:7]=1[C:17]1[C:32]([CH3:33])=[N:34][NH:19][C:18]=1[NH2:30]. The yield is 0.710. (2) The reactants are [CH3:1][C:2]1[C:15]2[C:6](=[CH:7][N:8]=[C:9]3[C:14]=2[C:13](=O)[CH2:12][CH:11]=[CH:10]3)[CH:5]=[CH:4][CH:3]=1.P(Cl)(Cl)(Cl)(Cl)[Cl:18].P(Cl)(Cl)(Cl)=O. The catalyst is C1(C)C=CC=CC=1. The product is [Cl:18][C:7]1[N:8]=[C:9]2[C:14](=[C:15]3[C:6]=1[CH:5]=[CH:4][CH:3]=[C:2]3[CH3:1])[CH:13]=[CH:12][CH:11]=[CH:10]2. The yield is 0.950. (3) The product is [N+:1]([C:4]1[CH:5]=[CH:6][C:7]([O:8][CH:9]([CH3:13])[C:10]([O:12][CH2:17][CH2:18][O:19][C:20](=[O:33])[CH:21]([O:23][C:24]2[CH:29]=[CH:28][C:27]([N+:30]([O-:32])=[O:31])=[CH:26][CH:25]=2)[CH3:22])=[O:11])=[CH:14][CH:15]=1)([O-:3])=[O:2]. The reactants are [N+:1]([C:4]1[CH:15]=[CH:14][C:7]([O:8][CH:9]([CH3:13])[C:10]([OH:12])=[O:11])=[CH:6][CH:5]=1)([O-:3])=[O:2].O[CH2:17][CH2:18][O:19][C:20](=[O:33])[CH:21]([O:23][C:24]1[CH:29]=[CH:28][C:27]([N+:30]([O-:32])=[O:31])=[CH:26][CH:25]=1)[CH3:22].C1(N=C=NC2CCCCC2)CCCCC1. The yield is 0.351. The catalyst is ClCCl. (4) The reactants are CN(C)C=O.[OH:6][C:7]1[CH:8]=[CH:9][C:10]2[CH:14]=[C:13]([CH2:15][N:16]3[C:24](=[O:25])[C:23]4[C:18](=[CH:19][CH:20]=[CH:21][CH:22]=4)[C:17]3=[O:26])[S:12][C:11]=2[CH:27]=1.C(=O)([O-])[O-].[K+].[K+].[CH2:34](Br)[C:35]1[CH:40]=[CH:39][CH:38]=[CH:37][CH:36]=1. The catalyst is O.C(OCC)(=O)C. The product is [CH2:34]([O:6][C:7]1[CH:8]=[CH:9][C:10]2[CH:14]=[C:13]([CH2:15][N:16]3[C:17](=[O:26])[C:18]4[C:23](=[CH:22][CH:21]=[CH:20][CH:19]=4)[C:24]3=[O:25])[S:12][C:11]=2[CH:27]=1)[C:35]1[CH:40]=[CH:39][CH:38]=[CH:37][CH:36]=1. The yield is 0.920. (5) The reactants are C([O:3][C:4](=[O:16])[C:5]([CH3:15])([CH3:14])[CH2:6][C:7]1[CH:12]=[CH:11][C:10]([F:13])=[CH:9][CH:8]=1)C.[OH-].[Na+].Cl. The catalyst is O. The product is [F:13][C:10]1[CH:9]=[CH:8][C:7]([CH2:6][C:5]([CH3:15])([CH3:14])[C:4]([OH:16])=[O:3])=[CH:12][CH:11]=1. The yield is 0.870. (6) The reactants are N12CCN(CC1)CC2.Cl[C:10]1[C:11]2[S:21][CH:20]=[CH:19][C:12]=2[NH:13][C:14](=[O:18])[C:15]=1[C:16]#[N:17].[N:22]1([C:28]([C:30]2[S:31][CH:32]=[CH:33][CH:34]=2)=[O:29])[CH2:27][CH2:26][NH:25][CH2:24][CH2:23]1. The catalyst is CC(N(C)C)=O. The product is [O:18]=[C:14]1[NH:13][C:12]2[CH:19]=[CH:20][S:21][C:11]=2[C:10]([N:25]2[CH2:26][CH2:27][N:22]([C:28]([C:30]3[S:31][CH:32]=[CH:33][CH:34]=3)=[O:29])[CH2:23][CH2:24]2)=[C:15]1[C:16]#[N:17]. The yield is 0.890. (7) The reactants are [CH2:1]([C:3]1[N:8]=[C:7]([NH:9][NH2:10])[CH:6]=[C:5]([C:11]2[CH:16]=[CH:15][CH:14]=[CH:13][C:12]=2[O:17][CH3:18])[N:4]=1)[CH3:2].[CH3:19][C:20]([C:22]1[CH:27]=[CH:26][C:25]([N:28]([CH3:30])[CH3:29])=[CH:24][CH:23]=1)=O. The catalyst is C(O)C. The product is [CH2:1]([C:3]1[N:8]=[C:7]([NH:9][N:10]=[C:20]([C:22]2[CH:27]=[CH:26][C:25]([N:28]([CH3:30])[CH3:29])=[CH:24][CH:23]=2)[CH3:19])[CH:6]=[C:5]([C:11]2[CH:16]=[CH:15][CH:14]=[CH:13][C:12]=2[O:17][CH3:18])[N:4]=1)[CH3:2]. The yield is 0.130. (8) The reactants are [F:1][C:2]1[CH:3]=[C:4]([C:10]2[C:11]([C:17]3[CH:22]=[CH:21][C:20]([O:23][CH3:24])=[CH:19][CH:18]=3)=[CH:12][C:13](=[O:16])[NH:14][N:15]=2)[CH:5]=[CH:6][C:7]=1[O:8][CH3:9].[Cl:25][C:26]1[CH:35]=[CH:34][C:29]([CH:30]=[CH:31][CH2:32]Cl)=[CH:28][CH:27]=1. No catalyst specified. The product is [Cl:25][C:26]1[CH:35]=[CH:34][C:29]([CH:30]=[CH:31][CH2:32][N:14]2[C:13](=[O:16])[CH:12]=[C:11]([C:17]3[CH:18]=[CH:19][C:20]([O:23][CH3:24])=[CH:21][CH:22]=3)[C:10]([C:4]3[CH:5]=[CH:6][C:7]([O:8][CH3:9])=[C:2]([F:1])[CH:3]=3)=[N:15]2)=[CH:28][CH:27]=1. The yield is 0.725.